Dataset: Full USPTO retrosynthesis dataset with 1.9M reactions from patents (1976-2016). Task: Predict the reactants needed to synthesize the given product. Given the product [Cl:8][C:6]1[N:5]=[C:4]([N:9]2[CH2:14][CH2:13][O:12][CH2:11][CH2:10]2)[N:3]=[C:2]([N:18]2[CH2:17][CH2:16][N:15]([C:21]([O:23][C:24]([CH3:27])([CH3:26])[CH3:25])=[O:22])[CH2:20][CH2:19]2)[N:7]=1, predict the reactants needed to synthesize it. The reactants are: Cl[C:2]1[N:7]=[C:6]([Cl:8])[N:5]=[C:4]([N:9]2[CH2:14][CH2:13][O:12][CH2:11][CH2:10]2)[N:3]=1.[N:15]1([C:21]([O:23][C:24]([CH3:27])([CH3:26])[CH3:25])=[O:22])[CH2:20][CH2:19][NH:18][CH2:17][CH2:16]1.C([O-])([O-])=O.[K+].[K+].